From a dataset of Reaction yield outcomes from USPTO patents with 853,638 reactions. Predict the reaction yield, written as a fraction of the theoretical maximum amount of product (1.0 means a 100% yield; for example, 0.34 means a 34% yield). (1) The reactants are [Li+].[B-](CC)(CC)CC.[CH3:9][O:10][C:11]1[C:12]([O:71][CH2:72][CH2:73][CH2:74][O:75][C:76]2[C:112]([O:113][CH3:114])=[CH:111][C:79]3[C:80](=[O:110])[N:81]4[CH:96]=[C:95]([C:97]5[CH:102]=[CH:101][C:100]([N:103]6[CH2:108][CH2:107][N:106]([CH3:109])[CH2:105][CH2:104]6)=[CH:99][CH:98]=5)[CH2:94][C@H:82]4[C:83](=O)[N:84](COCC[Si](C)(C)C)[C:78]=3[CH:77]=2)=[CH:13][C:14]2[N:20](COCC[Si](C)(C)C)[C:19](=O)[C@@H:18]3[CH2:30][C:31]([C:33]4[CH:38]=[CH:37][C:36]([NH:39][C:40](=[O:68])[C@@H:41]([NH:43][C:44](=[O:67])[C@@H:45]([NH:49][C:50](=[O:66])[O:51][CH2:52][CH:53]5[C:65]6[CH:64]=[CH:63][CH:62]=[CH:61][C:60]=6[C:59]6[C:54]5=[CH:55][CH:56]=[CH:57][CH:58]=6)[CH:46]([CH3:48])[CH3:47])[CH3:42])=[CH:35][CH:34]=4)=[CH:32][N:17]3[C:16](=[O:69])[C:15]=2[CH:70]=1. The catalyst is C1COCC1. The product is [CH3:9][O:10][C:11]1[C:12]([O:71][CH2:72][CH2:73][CH2:74][O:75][C:76]2[C:112]([O:113][CH3:114])=[CH:111][C:79]3[C:80](=[O:110])[N:81]4[CH:96]=[C:95]([C:97]5[CH:98]=[CH:99][C:100]([N:103]6[CH2:108][CH2:107][N:106]([CH3:109])[CH2:105][CH2:104]6)=[CH:101][CH:102]=5)[CH2:94][C@H:82]4[CH:83]=[N:84][C:78]=3[CH:77]=2)=[CH:13][C:14]2[N:20]=[CH:19][C@@H:18]3[CH2:30][C:31]([C:33]4[CH:34]=[CH:35][C:36]([NH:39][C:40](=[O:68])[C@@H:41]([NH:43][C:44](=[O:67])[C@@H:45]([NH:49][C:50](=[O:66])[O:51][CH2:52][CH:53]5[C:54]6[CH:55]=[CH:56][CH:57]=[CH:58][C:59]=6[C:60]6[C:65]5=[CH:64][CH:63]=[CH:62][CH:61]=6)[CH:46]([CH3:47])[CH3:48])[CH3:42])=[CH:37][CH:38]=4)=[CH:32][N:17]3[C:16](=[O:69])[C:15]=2[CH:70]=1. The yield is 0.630. (2) The reactants are [O:1]1[C:5]2[CH:6]=[CH:7][C:8]([C:10]3[NH:11][C:12]4[N:13]([N:17]=[C:18]([CH3:22])[C:19]=4[C:20]#[N:21])[C:14](=[O:16])[CH:15]=3)=[CH:9][C:4]=2[O:3][CH2:2]1.[OH-:23].[Na+].O. The catalyst is CS(C)=O. The product is [O:1]1[C:5]2[CH:6]=[CH:7][C:8]([C:10]3[NH:11][C:12]4[N:13]([N:17]=[C:18]([CH3:22])[C:19]=4[C:20]([NH2:21])=[O:23])[C:14](=[O:16])[CH:15]=3)=[CH:9][C:4]=2[O:3][CH2:2]1. The yield is 0.800.